From a dataset of Full USPTO retrosynthesis dataset with 1.9M reactions from patents (1976-2016). Predict the reactants needed to synthesize the given product. (1) Given the product [F:1][C:2]1[CH:7]=[CH:6][C:5]([C:8]2[C:17]([N:18]3[CH2:23][CH2:22][O:21][CH2:20][C@@H:19]3[CH3:24])=[N:16][C:15]3[C:10](=[CH:11][CH:12]=[C:13]([C:25]([OH:27])=[O:26])[CH:14]=3)[N:9]=2)=[CH:4][CH:3]=1, predict the reactants needed to synthesize it. The reactants are: [F:1][C:2]1[CH:7]=[CH:6][C:5]([C:8]2[C:17]([N:18]3[CH2:23][CH2:22][O:21][CH2:20][C@@H:19]3[CH3:24])=[N:16][C:15]3[C:10](=[CH:11][CH:12]=[C:13]([C:25]([O:27]C)=[O:26])[CH:14]=3)[N:9]=2)=[CH:4][CH:3]=1.[OH-].[Na+]. (2) Given the product [CH3:22][O:14][C:13](=[O:15])[C:11]1[CH:10]=[CH:9][C:5]([C:6]([OH:8])=[O:7])=[C:4]([N+:1]([O-:3])=[O:2])[CH:12]=1, predict the reactants needed to synthesize it. The reactants are: [N+:1]([C:4]1[CH:12]=[C:11]([C:13]([OH:15])=[O:14])[CH:10]=[CH:9][C:5]=1[C:6]([OH:8])=[O:7])([O-:3])=[O:2].S(=O)(=O)(O)O.O.[CH3:22]O. (3) Given the product [CH3:1][O:2][C:3]([C:4]1[CH:9]=[C:8]([NH2:10])[C:7]2[N:6]([N:25]=[C:32]([C:28]3[O:27][CH:31]=[CH:30][CH:29]=3)[N:11]=2)[CH:5]=1)=[O:12], predict the reactants needed to synthesize it. The reactants are: [CH3:1][O:2][C:3](=[O:12])[C:4]1[CH:9]=[C:8]([NH2:10])[C:7]([NH2:11])=[N:6][CH:5]=1.C1(C)C=C(C)C=C(C)C=1S(O[NH2:25])(=O)=O.[O:27]1[CH:31]=[CH:30][CH:29]=[C:28]1[CH:32]=O. (4) Given the product [CH2:1]([O:3][C:4]1[N:9]=[CH:8][C:7]([O:10][C@@H:11]2[CH2:15][CH2:14][N:13]([C:18]3[CH:26]=[C:25]4[C:21](=[C:20]([F:28])[CH:19]=3)[CH2:22][CH2:23][C:24]4=[O:27])[C:12]2=[O:16])=[CH:6][CH:5]=1)[CH3:2], predict the reactants needed to synthesize it. The reactants are: [CH2:1]([O:3][C:4]1[N:9]=[CH:8][C:7]([O:10][C@@H:11]2[CH2:15][CH2:14][NH:13][C:12]2=[O:16])=[CH:6][CH:5]=1)[CH3:2].Br[C:18]1[CH:26]=[C:25]2[C:21]([CH2:22][CH2:23][C:24]2=[O:27])=[C:20]([F:28])[CH:19]=1.CNCCNC. (5) Given the product [CH3:13][C:14]1[O:18][C:17]([CH2:19][NH:20][C:6]2[CH:5]=[CH:4][C:3]3[C:2]([NH:21][C:22]4[CH:27]=[CH:26][N:25]=[CH:24][CH:23]=4)=[CH:11][CH:10]=[CH:9][C:8]=3[N:7]=2)=[CH:16][CH:15]=1, predict the reactants needed to synthesize it. The reactants are: I[C:2]1[CH:11]=[CH:10][CH:9]=[C:8]2[C:3]=1[CH:4]=[CH:5][C:6](Cl)=[N:7]2.[CH3:13][C:14]1[O:18][C:17]([CH2:19][NH2:20])=[CH:16][CH:15]=1.[NH2:21][C:22]1[CH:27]=[CH:26][N:25]=[CH:24][CH:23]=1. (6) Given the product [F:1][C:2]1[CH:7]=[CH:6][CH:5]=[CH:4][C:3]=1[C:8]1[C:12]([C:13]2[N:14]=[CH:15][N:16]([C:20]3[CH:25]=[CH:24][C:23]([N+:26]([O-:28])=[O:27])=[CH:22][CH:21]=3)[CH:17]=2)=[C:11]([CH3:18])[O:10][N:9]=1, predict the reactants needed to synthesize it. The reactants are: [F:1][C:2]1[CH:7]=[CH:6][CH:5]=[CH:4][C:3]=1[C:8]1[C:12]([C:13]2[N:14]=[CH:15][NH:16][CH:17]=2)=[C:11]([CH3:18])[O:10][N:9]=1.F[C:20]1[CH:25]=[CH:24][C:23]([N+:26]([O-:28])=[O:27])=[CH:22][CH:21]=1. (7) Given the product [ClH:1].[ClH:1].[NH2:41][C:37]1([C:34]2[CH:35]=[CH:36][C:31]([C:23]3[O:22][C:20]4[N:21]=[C:16]([N:13]5[CH2:12][CH2:11][CH:10]([NH2:9])[CH2:15][CH2:14]5)[N:17]=[CH:18][C:19]=4[C:24]=3[C:25]3[CH:26]=[CH:27][CH:28]=[CH:29][CH:30]=3)=[CH:32][CH:33]=2)[CH2:38][CH2:39][CH2:40]1, predict the reactants needed to synthesize it. The reactants are: [ClH:1].C(OC([NH:9][CH:10]1[CH2:15][CH2:14][N:13]([C:16]2[N:17]=[CH:18][C:19]3[C:24]([C:25]4[CH:30]=[CH:29][CH:28]=[CH:27][CH:26]=4)=[C:23]([C:31]4[CH:36]=[CH:35][C:34]([C:37]5([NH:41]C(=O)OC(C)(C)C)[CH2:40][CH2:39][CH2:38]5)=[CH:33][CH:32]=4)[O:22][C:20]=3[N:21]=2)[CH2:12][CH2:11]1)=O)(C)(C)C.C(OCC)C. (8) Given the product [CH3:15][S:16]([O:19][CH2:20][CH:4]([N:1]=[N+:2]=[N-:3])[CH2:5][CH2:6][CH3:7])(=[O:18])=[O:17], predict the reactants needed to synthesize it. The reactants are: [N:1]([CH2:4][CH2:5][CH2:6][CH2:7]CO)=[N+:2]=[N-:3].S(Cl)(C)(=O)=O.[CH3:15][S:16]([O:19][CH2:20]CN=[N+]=[N-])(=[O:18])=[O:17].